This data is from Forward reaction prediction with 1.9M reactions from USPTO patents (1976-2016). The task is: Predict the product of the given reaction. Given the reactants [CH3:1][O:2][C:3]1[CH:4]=[C:5]([CH:8]=[CH:9][CH:10]=1)[C:6]#[N:7].P([S-])(OCC)(OCC)=[S:12], predict the reaction product. The product is: [CH3:1][O:2][C:3]1[CH:4]=[C:5]([C:6](=[S:12])[NH2:7])[CH:8]=[CH:9][CH:10]=1.